The task is: Predict the reaction yield, written as a fraction of the theoretical maximum amount of product (1.0 means a 100% yield; for example, 0.34 means a 34% yield).. This data is from Reaction yield outcomes from USPTO patents with 853,638 reactions. (1) The reactants are C(O[CH:5]1[C@@H:10]([O:11][C:12](=[O:14])[CH3:13])[C@H:9]([O:15][C:16](=[O:18])[CH3:17])[C@@H:8]([O:19][C:20](=[O:22])[CH3:21])[C@H:7]([C:23]2[CH:28]=[CH:27][C:26]([CH3:29])=[C:25]([CH2:30][C:31]3[CH:36]=[CH:35][C:34]([O:37]CC4C=CC=CC=4)=[CH:33][CH:32]=3)[CH:24]=2)[O:6]1)(=O)C.N[C:46](N)=[S:47].[Si](OS(C(F)(F)F)(=O)=O)(C)(C)C.CI.CCN(C(C)C)C(C)C. The catalyst is C1COCC1.O1CCOCC1.[Pd]. The product is [C:20]([O:19][C@@H:8]1[C@@H:9]([O:15][C:16](=[O:18])[CH3:17])[C@H:10]([O:11][C:12](=[O:14])[CH3:13])[C@@H:5]([S:47][CH3:46])[O:6][C@H:7]1[C:23]1[CH:28]=[CH:27][C:26]([CH3:29])=[C:25]([CH2:30][C:31]2[CH:36]=[CH:35][C:34]([OH:37])=[CH:33][CH:32]=2)[CH:24]=1)(=[O:22])[CH3:21]. The yield is 0.880. (2) The reactants are O.C[Si]([Cl:6])(C)C.[CH3:7][N:8]([CH2:10][CH:11]1[CH:17]2[CH2:18][CH:14]([CH2:15][CH2:16]2)[CH:13]=[C:12]1[C:19]1[CH:20]=[C:21]([OH:25])[CH:22]=[CH:23][CH:24]=1)[CH3:9]. The catalyst is CC(=O)CC. The product is [ClH:6].[CH3:9][N:8]([CH2:10][CH:11]1[CH:17]2[CH2:18][CH:14]([CH2:15][CH2:16]2)[CH:13]=[C:12]1[C:19]1[CH:20]=[C:21]([OH:25])[CH:22]=[CH:23][CH:24]=1)[CH3:7]. The yield is 0.755. (3) The reactants are [CH2:1]([S:8][CH:9]([CH:34](OC)[O:35]C)[CH2:10][NH:11][C:12]([C:14]1[NH:15][C:16]2[C:21]([CH:22]=1)=[C:20]([CH3:23])[CH:19]=[CH:18][C:17]=2[N:24]([CH3:33])[S:25]([C:28]1[S:29][CH:30]=[CH:31][CH:32]=1)(=[O:27])=[O:26])=[O:13])[C:2]1[CH:7]=[CH:6][CH:5]=[CH:4][CH:3]=1.CC(C)=O. The catalyst is O. The product is [CH2:1]([S:8][CH:9]([CH:34]=[O:35])[CH2:10][NH:11][C:12]([C:14]1[NH:15][C:16]2[C:21]([CH:22]=1)=[C:20]([CH3:23])[CH:19]=[CH:18][C:17]=2[N:24]([CH3:33])[S:25]([C:28]1[S:29][CH:30]=[CH:31][CH:32]=1)(=[O:27])=[O:26])=[O:13])[C:2]1[CH:3]=[CH:4][CH:5]=[CH:6][CH:7]=1. The yield is 1.00. (4) The reactants are FC(F)(F)C1C=C(NC(=O)NC2C=CC(C3SC(CCC(OC)=O)=NC=3)=CC=2)C=CC=1.[C:32]([NH:35][C:36](=[O:56])[CH2:37][CH:38]1[CH2:43][CH2:42][CH:41]([C:44]2[S:45][C:46]([C:49]3[CH:54]=[CH:53][C:52]([NH2:55])=[CH:51][CH:50]=3)=[CH:47][N:48]=2)[CH2:40][CH2:39]1)(=[O:34])[CH3:33].[Cl:57][C:58]1[CH:63]=[CH:62][CH:61]=[CH:60][C:59]=1[N:64]=[C:65]=[O:66]. No catalyst specified. The product is [C:32]([NH:35][C:36](=[O:56])[CH2:37][CH:38]1[CH2:43][CH2:42][CH:41]([C:44]2[S:45][C:46]([C:49]3[CH:50]=[CH:51][C:52]([NH:55][C:65]([NH:64][C:59]4[CH:60]=[CH:61][CH:62]=[CH:63][C:58]=4[Cl:57])=[O:66])=[CH:53][CH:54]=3)=[CH:47][N:48]=2)[CH2:40][CH2:39]1)(=[O:34])[CH3:33]. The yield is 0.590. (5) The reactants are Br[C:2]1[CH:7]=[CH:6][C:5]([C:8]([CH3:12])([CH3:11])[C:9]#[N:10])=[C:4]([Cl:13])[CH:3]=1.[CH:14]1([C@:19]([OH:26])([CH:24]=[CH2:25])[CH2:20][C:21]([OH:23])=[O:22])[CH2:18][CH2:17][CH2:16][CH2:15]1.CC([O-])=O.[Na+].[H][H]. The catalyst is CC(N(C)C)=O.CCO.CC([O-])=O.CC([O-])=O.[Pd+2].[OH-].[OH-].[Pd+2]. The product is [Cl:13][C:4]1[CH:3]=[C:2]([CH:25]=[CH:24][C:19]([CH:14]2[CH2:15][CH2:16][CH2:17][CH2:18]2)([OH:26])[CH2:20][C:21]([OH:23])=[O:22])[CH:7]=[CH:6][C:5]=1[C:8]([C:9]#[N:10])([CH3:12])[CH3:11]. The yield is 1.00. (6) The product is [NH:9]1[C:10]2[C:6](=[CH:5][CH:4]=[CH:3][C:2]=2/[CH:13]=[CH:12]/[C:11]([O:15][CH3:16])=[O:14])[CH:7]=[CH:8]1. The catalyst is C([O-])(=O)C.[Pd+2].C([O-])(=O)C.CN(C)C=O. The yield is 0.670. The reactants are Br[C:2]1[CH:3]=[CH:4][CH:5]=[C:6]2[C:10]=1[NH:9][CH:8]=[CH:7]2.[C:11]([O:15][CH3:16])(=[O:14])[CH:12]=[CH2:13].C1(P(C2C=CC=CC=2)C2C=CC=CC=2)C=CC=CC=1.C(N(CC)C(C)C)(C)C.